Predict the reaction yield, written as a fraction of the theoretical maximum amount of product (1.0 means a 100% yield; for example, 0.34 means a 34% yield). From a dataset of Reaction yield outcomes from USPTO patents with 853,638 reactions. (1) The reactants are [Cl:1][C:2]1[C:3]([CH3:23])=[C:4]([S:8]([NH:11][C:12]2[S:13][CH:14]=[C:15]([CH2:17][CH2:18][NH:19][CH2:20][CH2:21][OH:22])[N:16]=2)(=[O:10])=[O:9])[CH:5]=[CH:6][CH:7]=1.C(N(CC)CC)C.[C:31](OCC)(=[O:33])C. The catalyst is C1COCC1. The product is [Cl:1][C:2]1[C:3]([CH3:23])=[C:4]([S:8]([NH:11][C:12]2[S:13][CH:14]=[C:15]([CH2:17][CH2:18][N:19]3[CH2:20][CH2:21][O:22][C:31]3=[O:33])[N:16]=2)(=[O:9])=[O:10])[CH:5]=[CH:6][CH:7]=1. The yield is 0.140. (2) The reactants are [C:1]([N:8]1[CH2:13][CH2:12][NH:11][CH2:10][CH2:9]1)([O:3][C:4]([CH3:7])([CH3:6])[CH3:5])=[O:2].Br[C:15]1[CH:22]=[CH:21][C:20]([C:23]([F:26])([F:25])[F:24])=[CH:19][C:16]=1[C:17]#[N:18].CC1(C)C2C(=C(P(C3C=CC=CC=3)C3C=CC=CC=3)C=CC=2)OC2C(P(C3C=CC=CC=3)C3C=CC=CC=3)=CC=CC1=2.CC(C)([O-])C.[Na+]. The catalyst is O1CCOCC1.C1C=CC(/C=C/C(/C=C/C2C=CC=CC=2)=O)=CC=1.C1C=CC(/C=C/C(/C=C/C2C=CC=CC=2)=O)=CC=1.C1C=CC(/C=C/C(/C=C/C2C=CC=CC=2)=O)=CC=1.[Pd].[Pd]. The product is [C:4]([O:3][C:1]([N:8]1[CH2:9][CH2:10][N:11]([C:15]2[CH:22]=[CH:21][C:20]([C:23]([F:26])([F:25])[F:24])=[CH:19][C:16]=2[C:17]#[N:18])[CH2:12][CH2:13]1)=[O:2])([CH3:7])([CH3:6])[CH3:5]. The yield is 0.150. (3) The reactants are [O:1]=[S:2]1(=[O:35])[C:8]2[CH:9]=[C:10]([O:14][CH2:15][C:16]([O:18]CC)=[O:17])[C:11]([Br:13])=[CH:12][C:7]=2[N:6]([C:21]2[CH:26]=[CH:25][CH:24]=[CH:23][CH:22]=2)[CH2:5][C:4]([CH2:31][CH2:32][CH2:33][CH3:34])([CH2:27][CH2:28][CH2:29][CH3:30])[CH2:3]1.[OH-].[Na+].CC(O)=O. The catalyst is C(O)C. The product is [O:35]=[S:2]1(=[O:1])[C:8]2[CH:9]=[C:10]([O:14][CH2:15][C:16]([OH:18])=[O:17])[C:11]([Br:13])=[CH:12][C:7]=2[N:6]([C:21]2[CH:26]=[CH:25][CH:24]=[CH:23][CH:22]=2)[CH2:5][C:4]([CH2:31][CH2:32][CH2:33][CH3:34])([CH2:27][CH2:28][CH2:29][CH3:30])[CH2:3]1. The yield is 0.950.